From a dataset of Catalyst prediction with 721,799 reactions and 888 catalyst types from USPTO. Predict which catalyst facilitates the given reaction. (1) Reactant: [CH3:1][O:2][C:3](=[O:27])[C:4]1[CH:9]=[CH:8][C:7]([C:10]([C:18]2[CH:23]=[CH:22][C:21]([O:24][CH3:25])=[C:20]([Br:26])[CH:19]=2)(O)[CH2:11][CH2:12][CH2:13][CH2:14][CH2:15][CH3:16])=[CH:6][CH:5]=1.C(O)(C(F)(F)F)=O.C([SiH](CC)CC)C. Product: [CH3:1][O:2][C:3](=[O:27])[C:4]1[CH:9]=[CH:8][C:7]([C:10]([C:18]2[CH:23]=[CH:22][C:21]([O:24][CH3:25])=[C:20]([Br:26])[CH:19]=2)=[CH:11][CH2:12][CH2:13][CH2:14][CH2:15][CH3:16])=[CH:6][CH:5]=1. The catalyst class is: 96. (2) Reactant: [NH2:1][C:2]1[CH:3]=[C:4]2[C:8](=[CH:9][C:10]=1[N+:11]([O-:13])=[O:12])[C:7](=[O:14])[NH:6][C:5]2=[O:15].[C:16]([O:20][C:21]([N:23]1[CH2:26][CH:25]([CH2:27]N)[CH2:24]1)=[O:22])([CH3:19])([CH3:18])[CH3:17].N1C=CN=C1. Product: [C:16]([O:20][C:21]([N:23]1[CH2:26][CH:25]([CH2:27][N:6]2[C:5](=[O:15])[C:4]3[C:8](=[CH:9][C:10]([N+:11]([O-:13])=[O:12])=[C:2]([NH2:1])[CH:3]=3)[C:7]2=[O:14])[CH2:24]1)=[O:22])([CH3:19])([CH3:17])[CH3:18]. The catalyst class is: 12. (3) Reactant: [OH:1][CH2:2][CH2:3][C:4]1[CH:9]=[CH:8][C:7]([OH:10])=[CH:6][CH:5]=1.Br[CH2:12][C:13]1[CH:22]=[CH:21][CH:20]=[CH:19][C:14]=1[C:15]([O:17][CH3:18])=[O:16].C(=O)([O-])[O-].[K+].[K+].C(O)C(N)(CO)CO. Product: [OH:1][CH2:2][CH2:3][C:4]1[CH:9]=[CH:8][C:7]([O:10][CH2:12][C:13]2[CH:22]=[CH:21][CH:20]=[CH:19][C:14]=2[C:15]([O:17][CH3:18])=[O:16])=[CH:6][CH:5]=1. The catalyst class is: 10. (4) Reactant: [CH3:1][C:2]1([CH2:8][NH:9]C(=O)OC(C)(C)C)[CH2:7][CH2:6][NH:5][CH2:4][CH2:3]1.CCN(C(C)C)C(C)C.CN1C(=O)CCC1.[Cl:33][C:34]1[N:42]2[C:38](=[N:39][C:40]3[CH:46]=[CH:45][CH:44]=[CH:43][C:41]=32)[C:37]([C:47]([NH2:49])=[O:48])=[C:36]2[CH2:50][CH2:51][CH2:52][C:35]=12. Product: [ClH:33].[ClH:33].[NH2:9][CH2:8][C:2]1([CH3:1])[CH2:3][CH2:4][N:5]([C:34]2[N:42]3[C:38](=[N:39][C:40]4[CH:46]=[CH:45][CH:44]=[CH:43][C:41]=43)[C:37]([C:47]([NH2:49])=[O:48])=[C:36]3[CH2:50][CH2:51][CH2:52][C:35]=23)[CH2:6][CH2:7]1. The catalyst class is: 6. (5) Reactant: [CH2:1]([O:8][C:9]1[CH:26]=[CH:25][C:12]([CH2:13][NH:14][CH2:15][CH2:16][NH:17][C:18](=[O:24])[O:19][C:20]([CH3:23])([CH3:22])[CH3:21])=[CH:11][C:10]=1[O:27][CH3:28])[C:2]1[CH:7]=[CH:6][CH:5]=[CH:4][CH:3]=1.[S:29]1[CH:33]=[CH:32][CH:31]=[C:30]1[C:34](Cl)=[O:35].C(N(CC)CC)C. Product: [CH2:1]([O:8][C:9]1[CH:26]=[CH:25][C:12]([CH2:13][N:14]([C:34]([C:30]2[S:29][CH:33]=[CH:32][CH:31]=2)=[O:35])[CH2:15][CH2:16][NH:17][C:18](=[O:24])[O:19][C:20]([CH3:22])([CH3:23])[CH3:21])=[CH:11][C:10]=1[O:27][CH3:28])[C:2]1[CH:3]=[CH:4][CH:5]=[CH:6][CH:7]=1. The catalyst class is: 4. (6) Reactant: ClC(Cl)(Cl)C([N:5]1[CH2:10][CH2:9][N:8]([C:11]2[CH:16]=[C:15]([S:17]([N:20]3[C:28]4[C:23](=[CH:24][CH:25]=[C:26]([Cl:29])[CH:27]=4)[C:22]([CH:30]([F:32])[F:31])=[CH:21]3)(=[O:19])=[O:18])[CH:14]=[CH:13][C:12]=2[O:33][CH3:34])[CH2:7][CH2:6]1)=O.[OH-].[K+]. Product: [F:32][CH:30]([F:31])[C:22]1[C:23]2[C:28](=[CH:27][C:26]([Cl:29])=[CH:25][CH:24]=2)[N:20]([S:17]([C:15]2[CH:14]=[CH:13][C:12]([O:33][CH3:34])=[C:11]([N:8]3[CH2:9][CH2:10][NH:5][CH2:6][CH2:7]3)[CH:16]=2)(=[O:19])=[O:18])[CH:21]=1. The catalyst class is: 1.